The task is: Predict the reactants needed to synthesize the given product.. This data is from Full USPTO retrosynthesis dataset with 1.9M reactions from patents (1976-2016). (1) Given the product [Cl:22][C:23]1[C:24]([F:39])=[C:25]([C:29]2[CH:37]=[CH:36][CH:35]=[C:34]3[C:30]=2[C:31](=[CH:20][C:3]2[NH:4][C:5]4[CH2:10][CH2:9][N:8]([CH2:11][CH2:12][N:13]5[CH2:14][CH2:15][CH2:16][CH2:17][CH2:18]5)[C:7](=[O:19])[C:6]=4[C:2]=2[CH3:1])[C:32](=[O:38])[NH:33]3)[CH:26]=[CH:27][CH:28]=1, predict the reactants needed to synthesize it. The reactants are: [CH3:1][C:2]1[C:6]2[C:7](=[O:19])[N:8]([CH2:11][CH2:12][N:13]3[CH2:18][CH2:17][CH2:16][CH2:15][CH2:14]3)[CH2:9][CH2:10][C:5]=2[NH:4][C:3]=1[CH:20]=O.[Cl:22][C:23]1[C:24]([F:39])=[C:25]([C:29]2[CH:37]=[CH:36][CH:35]=[C:34]3[C:30]=2[CH2:31][C:32](=[O:38])[NH:33]3)[CH:26]=[CH:27][CH:28]=1. (2) Given the product [C:1]([NH:4][CH:5]([CH3:6])[C:7](=[O:9])[C:16]([O:19][CH2:20][CH3:21])=[O:18])(=[O:3])[CH3:2], predict the reactants needed to synthesize it. The reactants are: [C:1]([NH:4][C@H:5]([C:7]([OH:9])=O)[CH3:6])(=[O:3])[CH3:2].N1C=CC=CC=1.[C:16]([O:19][CH2:20][CH3:21])(=[O:18])C. (3) The reactants are: [CH:1]([C:4]1[C:5](=[O:18])[N:6]([CH2:15][C:16]#[CH:17])[C:7]2([CH2:14][CH2:13][CH2:12][CH2:11][CH2:10][CH2:9]2)[N:8]=1)([CH3:3])[CH3:2].I[C:20]1[CH:21]=[C:22]2[CH2:37][C@@:27]3([C:35]4[C:30](=[N:31][CH:32]=[CH:33][CH:34]=4)[NH:29][C:28]3=[O:36])[CH2:26][C:23]2=[N:24][CH:25]=1.C(N(CC)CC)C.C([O-])(O)=O.[Na+]. Given the product [NH4+:6].[OH-:18].[CH:1]([C:4]1[C:5](=[O:18])[N:6]([CH2:15][C:16]#[C:17][C:20]2[CH:21]=[C:22]3[CH2:37][C@@:27]4([C:35]5[C:30](=[N:31][CH:32]=[CH:33][CH:34]=5)[NH:29][C:28]4=[O:36])[CH2:26][C:23]3=[N:24][CH:25]=2)[C:7]2([CH2:14][CH2:13][CH2:12][CH2:11][CH2:10][CH2:9]2)[N:8]=1)([CH3:3])[CH3:2], predict the reactants needed to synthesize it. (4) Given the product [CH2:1]([C:8]1[CH:9]=[C:10]([C:23]2[N:28]=[C:27]([CH3:29])[N:26]=[C:25]([NH2:30])[N:24]=2)[C:11]([NH:14][C:15]2[CH:16]=[N:17][C:18]([O:21][CH3:22])=[CH:19][CH:20]=2)=[N:12][CH:13]=1)[C:2]1[CH:3]=[CH:4][CH:5]=[CH:6][CH:7]=1, predict the reactants needed to synthesize it. The reactants are: [CH2:1]([C:8]1[CH:9]=[C:10]([C:23]2[N:28]=[C:27]([CH3:29])[N:26]=[C:25]([N:30](CC3C=CC(OC)=CC=3)CC3C=CC(OC)=CC=3)[N:24]=2)[C:11]([NH:14][C:15]2[CH:16]=[N:17][C:18]([O:21][CH3:22])=[CH:19][CH:20]=2)=[N:12][CH:13]=1)[C:2]1[CH:7]=[CH:6][CH:5]=[CH:4][CH:3]=1.C(O)(C(F)(F)F)=O. (5) Given the product [CH:13]1([CH3:12])[CH2:14][CH2:15][CH:16]([CH:20]([CH3:21])[CH3:22])[CH:17]([OH:19])[CH2:18]1, predict the reactants needed to synthesize it. The reactants are: [N+](C1C=CC(CO)=CC=1)([O-])=O.[CH3:12][C@H:13]1[CH2:18][C@@H:17]([OH:19])[C@H:16]([CH:20]([CH3:22])[CH3:21])[CH2:15][CH2:14]1. (6) The reactants are: [C:1]([C:3]1[C:4]([CH2:27][C:28]([OH:30])=O)=[N:5][C:6]([N:9]([CH2:17][C:18]([F:26])([F:25])[C:19]2[CH:24]=[CH:23][CH:22]=[CH:21][N:20]=2)C(OC(C)(C)C)=O)=[CH:7][CH:8]=1)#[N:2].C(OC([NH:38][CH2:39][C:40]1[CH:47]=[CH:46][CH:45]=[CH:44][C:41]=1[CH2:42][NH2:43])=O)(C)(C)C. Given the product [C:1]([C:3]1[C:4]([CH2:27][C:28]([NH:38][CH2:39][C:40]2[CH:47]=[CH:46][CH:45]=[CH:44][C:41]=2[CH2:42][NH2:43])=[O:30])=[N:5][C:6]([NH:9][CH2:17][C:18]([F:25])([F:26])[C:19]2[CH:24]=[CH:23][CH:22]=[CH:21][N:20]=2)=[CH:7][CH:8]=1)#[N:2], predict the reactants needed to synthesize it.